Dataset: Reaction yield outcomes from USPTO patents with 853,638 reactions. Task: Predict the reaction yield, written as a fraction of the theoretical maximum amount of product (1.0 means a 100% yield; for example, 0.34 means a 34% yield). The reactants are [NH2:1][C:2]1[CH:7]=[CH:6][C:5]([C:8]2([C:11]([O:13][CH3:14])=[O:12])[CH2:10][CH2:9]2)=[CH:4][CH:3]=1.C1C(=O)N([Br:22])C(=O)C1.O. The catalyst is C(#N)C. The product is [NH2:1][C:2]1[CH:3]=[CH:4][C:5]([C:8]2([C:11]([O:13][CH3:14])=[O:12])[CH2:10][CH2:9]2)=[CH:6][C:7]=1[Br:22]. The yield is 0.780.